The task is: Predict which catalyst facilitates the given reaction.. This data is from Catalyst prediction with 721,799 reactions and 888 catalyst types from USPTO. (1) Reactant: [Cl:1][C:2]1[CH:3]=[N:4][C:5]2[C:10]([C:11]=1[CH:12]([O:17][Si:18]([CH2:23][CH3:24])([CH2:21][CH3:22])[CH2:19][CH3:20])[CH2:13][N+:14]([O-])=O)=[CH:9][CH:8]=[CH:7][CH:6]=2.[Cl-].[NH4+]. Product: [Cl:1][C:2]1[CH:3]=[N:4][C:5]2[C:10]([C:11]=1[CH:12]([O:17][Si:18]([CH2:19][CH3:20])([CH2:23][CH3:24])[CH2:21][CH3:22])[CH2:13][NH2:14])=[CH:9][CH:8]=[CH:7][CH:6]=2. The catalyst class is: 314. (2) Reactant: [C:1]([C:3]1[C:4]([O:25][CH3:26])=[CH:5][C:6]([CH:9]([OH:24])[CH2:10][N:11]2[CH2:16][CH2:15][N:14](C(OC(C)(C)C)=O)[CH2:13][CH2:12]2)=[N:7][CH:8]=1)#[N:2]. Product: [OH:24][CH:9]([C:6]1[N:7]=[CH:8][C:3]([C:1]#[N:2])=[C:4]([O:25][CH3:26])[CH:5]=1)[CH2:10][N:11]1[CH2:12][CH2:13][NH:14][CH2:15][CH2:16]1. The catalyst class is: 67. (3) Reactant: [CH2:1]([O:8][C@H:9]1[C@H:14]([O:15][CH2:16][C:17]2[CH:22]=[CH:21][CH:20]=[CH:19][CH:18]=2)[C@@H:13]([O:23][CH2:24][C:25]2[CH:30]=[CH:29][CH:28]=[CH:27][CH:26]=2)[C@@:12]([C:33]2[CH:38]=[CH:37][C:36]([Cl:39])=[C:35]([CH2:40][C:41]3[CH:46]=[CH:45][C:44]([O:47][CH3:48])=[C:43]([F:49])[C:42]=3[F:50])[CH:34]=2)([O:31][CH3:32])[O:11][C@@H:10]1[CH2:51][O:52][Si](C)(C)C)[C:2]1[CH:7]=[CH:6][CH:5]=[CH:4][CH:3]=1.C(Cl)(=O)C. Product: [CH2:1]([O:8][C@H:9]1[C@H:14]([O:15][CH2:16][C:17]2[CH:18]=[CH:19][CH:20]=[CH:21][CH:22]=2)[C@@H:13]([O:23][CH2:24][C:25]2[CH:30]=[CH:29][CH:28]=[CH:27][CH:26]=2)[C@@:12]([C:33]2[CH:38]=[CH:37][C:36]([Cl:39])=[C:35]([CH2:40][C:41]3[CH:46]=[CH:45][C:44]([O:47][CH3:48])=[C:43]([F:49])[C:42]=3[F:50])[CH:34]=2)([O:31][CH3:32])[O:11][C@@H:10]1[CH2:51][OH:52])[C:2]1[CH:7]=[CH:6][CH:5]=[CH:4][CH:3]=1. The catalyst class is: 5. (4) Product: [NH2:21][C@@H:15]([CH2:14][C:11]1[CH:10]=[CH:9][C:8]([C:29]2[CH:30]=[CH:31][CH:32]=[CH:33][CH:34]=2)=[CH:13][CH:12]=1)[C:16]([N:18]([CH3:20])[CH3:19])=[O:17]. The catalyst class is: 2. Reactant: FC(F)(F)C(O)=O.[C:8]1([C:29]2[CH:34]=[CH:33][CH:32]=[CH:31][CH:30]=2)[CH:13]=[CH:12][C:11]([CH2:14][C@H:15]([NH:21]C(=O)OC(C)(C)C)[C:16]([N:18]([CH3:20])[CH3:19])=[O:17])=[CH:10][CH:9]=1.